This data is from Full USPTO retrosynthesis dataset with 1.9M reactions from patents (1976-2016). The task is: Predict the reactants needed to synthesize the given product. (1) The reactants are: C[O:2][C:3]([C:5]1[CH:58]=[CH:57][C:8]([CH2:9][N:10]([C:47]2[CH:52]=[CH:51][C:50]([C:53]([O:55]C)=[O:54])=[CH:49][CH:48]=2)[C:11](=[O:46])[CH2:12][CH2:13][CH2:14][CH2:15][CH2:16][O:17][C:18]2[CH:23]=[C:22]([O:24][CH2:25][CH2:26][CH2:27][CH2:28][CH2:29][CH2:30][CH2:31][CH2:32][CH2:33][CH3:34])[CH:21]=[C:20]([O:35][CH2:36][CH2:37][CH2:38][CH2:39][CH2:40][CH2:41][CH2:42][CH2:43][CH2:44][CH3:45])[CH:19]=2)=[CH:7][CH:6]=1)=[O:4].[Li+].[OH-].C(C1C=CC(N(C2C=CC(C(O)=O)=CC=2)C(=O)CCCCCOC2C=C(OCCCCCCCCCC)C=C(OCCCCCCCCCC)C=2)=CC=1)(O)=O. Given the product [C:3]([C:5]1[CH:6]=[CH:7][C:8]([CH2:9][N:10]([C:47]2[CH:48]=[CH:49][C:50]([C:53]([OH:55])=[O:54])=[CH:51][CH:52]=2)[C:11](=[O:46])[CH2:12][CH2:13][CH2:14][CH2:15][CH2:16][O:17][C:18]2[CH:19]=[C:20]([O:35][CH2:36][CH2:37][CH2:38][CH2:39][CH2:40][CH2:41][CH2:42][CH2:43][CH2:44][CH3:45])[CH:21]=[C:22]([O:24][CH2:25][CH2:26][CH2:27][CH2:28][CH2:29][CH2:30][CH2:31][CH2:32][CH2:33][CH3:34])[CH:23]=2)=[CH:57][CH:58]=1)([OH:4])=[O:2], predict the reactants needed to synthesize it. (2) The reactants are: [Cl:1][C:2]1[CH:3]=[C:4]([CH2:18][N:19]2[C:23]([CH3:24])=[CH:22][C:21]([C:25]([OH:27])=O)=[N:20]2)[C:5]2[O:9][C:8]([C:10]3[CH:15]=[CH:14][C:13]([Cl:16])=[CH:12][CH:11]=3)=[CH:7][C:6]=2[CH:17]=1.C(N1CCOCC1)C.[NH2:36][N:37]1[CH2:42][CH2:41][O:40][CH2:39][CH2:38]1.O.ON1C2C=CC=CC=2N=N1.CN(C)CCCN=C=NCC. Given the product [Cl:1][C:2]1[CH:3]=[C:4]([CH2:18][N:19]2[C:23]([CH3:24])=[CH:22][C:21]([C:25]([NH:36][N:37]3[CH2:42][CH2:41][O:40][CH2:39][CH2:38]3)=[O:27])=[N:20]2)[C:5]2[O:9][C:8]([C:10]3[CH:11]=[CH:12][C:13]([Cl:16])=[CH:14][CH:15]=3)=[CH:7][C:6]=2[CH:17]=1, predict the reactants needed to synthesize it. (3) Given the product [C:1]([N:20]1[CH:24]=[C:23]([C:25]2([OH:27])[CH2:30][CH2:29]2)[N:22]=[CH:21]1)([C:2]1[CH:7]=[CH:6][CH:5]=[CH:4][CH:3]=1)([C:14]1[CH:15]=[CH:16][CH:17]=[CH:18][CH:19]=1)[C:8]1[CH:13]=[CH:12][CH:11]=[CH:10][CH:9]=1, predict the reactants needed to synthesize it. The reactants are: [C:1]([N:20]1[CH:24]=[C:23]([C:25]([O:27]C)=O)[N:22]=[CH:21]1)([C:14]1[CH:19]=[CH:18][CH:17]=[CH:16][CH:15]=1)([C:8]1[CH:13]=[CH:12][CH:11]=[CH:10][CH:9]=1)[C:2]1[CH:7]=[CH:6][CH:5]=[CH:4][CH:3]=1.[CH3:29][CH2:30][Mg+].[Br-].